From a dataset of Peptide-MHC class I binding affinity with 185,985 pairs from IEDB/IMGT. Regression. Given a peptide amino acid sequence and an MHC pseudo amino acid sequence, predict their binding affinity value. This is MHC class I binding data. (1) The peptide sequence is GLRALRETL. The MHC is HLA-A02:02 with pseudo-sequence HLA-A02:02. The binding affinity (normalized) is 0.496. (2) The peptide sequence is YVVIVENDNV. The MHC is HLA-A02:06 with pseudo-sequence HLA-A02:06. The binding affinity (normalized) is 0.622.